Dataset: Catalyst prediction with 721,799 reactions and 888 catalyst types from USPTO. Task: Predict which catalyst facilitates the given reaction. (1) Reactant: [CH3:1][N:2]([CH2:4][C:5]1[N:6]=[C:7]([C:15]2[CH:20]=[CH:19][CH:18]=[CH:17][CH:16]=2)[S:8][C:9]=1[C:10](OCC)=[O:11])[CH3:3].[H-].[Al+3].[Li+].[H-].[H-].[H-].[C@H](O)(C([O-])=O)[C@@H](O)C([O-])=O.[Na+].[K+]. Product: [CH3:3][N:2]([CH2:4][C:5]1[N:6]=[C:7]([C:15]2[CH:20]=[CH:19][CH:18]=[CH:17][CH:16]=2)[S:8][C:9]=1[CH2:10][OH:11])[CH3:1]. The catalyst class is: 54. (2) Reactant: [NH2:1][C:2]1[NH:3][C:4](=[O:20])[C:5]2[N:6]=[CH:7][N:8]([C@H:11]3[C@H:15]([OH:16])[C@H:14]([OH:17])[C@@H:13]([CH2:18]I)[O:12]3)[C:9]=2[N:10]=1.[N-:21]=[N+:22]=[N-:23].[Na+]. Product: [NH2:1][C:2]1[NH:3][C:4](=[O:20])[C:5]2[N:6]=[CH:7][N:8]([C@H:11]3[C@H:15]([OH:16])[C@H:14]([OH:17])[C@@H:13]([CH2:18][N:21]=[N+:22]=[N-:23])[O:12]3)[C:9]=2[N:10]=1. The catalyst class is: 3. (3) Reactant: C(=O)([O-])[O-].[K+].[K+].COCCOC.Cl[C:14]1[CH:19]=[CH:18][C:17](C(F)(F)F)=[CH:16][N:15]=1.F[C:25]1[CH:30]=[CH:29][C:28](B(O)O)=[CH:27][CH:26]=1. Product: [C:25]1([C:14]2[CH:19]=[CH:18][CH:17]=[CH:16][N:15]=2)[CH:30]=[CH:29][CH:28]=[CH:27][CH:26]=1. The catalyst class is: 257. (4) Product: [I:19][CH:6]1[CH2:11][CH2:10][CH2:9][N:8]([C:12]([O:14][C:15]([CH3:18])([CH3:17])[CH3:16])=[O:13])[CH2:7]1. The catalyst class is: 21. Reactant: CS(O[CH:6]1[CH2:11][CH2:10][CH2:9][N:8]([C:12]([O:14][C:15]([CH3:18])([CH3:17])[CH3:16])=[O:13])[CH2:7]1)(=O)=O.[I-:19].[Na+].S([O-])([O-])(=O)=S.[Na+].[Na+]. (5) Product: [F:1][C:2]1[CH:7]=[C:6]([I:8])[CH:5]=[CH:4][C:3]=1[NH:9][C:10]1[CH:11]=[N:12][CH:13]=[CH:14][C:15]=1[C:16]([N:51]1[CH2:52][C:49]([C@@H:53]2[CH2:58][CH2:57][CH2:56][CH2:55][N:54]2[C:59]([O:61][C:62]([CH3:65])([CH3:64])[CH3:63])=[O:60])([OH:48])[CH2:50]1)=[O:18]. The catalyst class is: 3. Reactant: [F:1][C:2]1[CH:7]=[C:6]([I:8])[CH:5]=[CH:4][C:3]=1[NH:9][C:10]1[CH:11]=[N:12][CH:13]=[CH:14][C:15]=1[C:16]([OH:18])=O.ON1C2C=CC=CC=2N=N1.Cl.CN(C)CCCN=C=NCC.C(N(CC)CC)C.[OH:48][C:49]1([C@@H:53]2[CH2:58][CH2:57][CH2:56][CH2:55][N:54]2[C:59]([O:61][C:62]([CH3:65])([CH3:64])[CH3:63])=[O:60])[CH2:52][NH:51][CH2:50]1. (6) Reactant: [CH2:1]([NH:5][C:6]1[CH:10]=[C:9]([C:11]2[CH:16]=[CH:15][N:14]=[CH:13][CH:12]=2)[S:8][C:7]=1[C:17]([NH2:19])=[O:18])[CH2:2][CH2:3][CH3:4].[CH3:20][C:21]([CH3:23])=O.O.C1(C)C=CC(S(O)(=O)=O)=CC=1.C(=O)([O-])O.[Na+]. Product: [CH2:1]([N:5]1[C:6]2[CH:10]=[C:9]([C:11]3[CH:16]=[CH:15][N:14]=[CH:13][CH:12]=3)[S:8][C:7]=2[C:17](=[O:18])[NH:19][C:21]1([CH3:23])[CH3:20])[CH2:2][CH2:3][CH3:4]. The catalyst class is: 15.